This data is from NCI-60 drug combinations with 297,098 pairs across 59 cell lines. The task is: Regression. Given two drug SMILES strings and cell line genomic features, predict the synergy score measuring deviation from expected non-interaction effect. (1) Drug 1: CS(=O)(=O)C1=CC(=C(C=C1)C(=O)NC2=CC(=C(C=C2)Cl)C3=CC=CC=N3)Cl. Drug 2: CCC1(C2=C(COC1=O)C(=O)N3CC4=CC5=C(C=CC(=C5CN(C)C)O)N=C4C3=C2)O.Cl. Cell line: A549. Synergy scores: CSS=30.7, Synergy_ZIP=-1.25, Synergy_Bliss=3.77, Synergy_Loewe=-4.13, Synergy_HSA=3.12. (2) Drug 1: CC1=C(C(CCC1)(C)C)C=CC(=CC=CC(=CC(=O)O)C)C. Drug 2: CC1=C(C=C(C=C1)C(=O)NC2=CC(=CC(=C2)C(F)(F)F)N3C=C(N=C3)C)NC4=NC=CC(=N4)C5=CN=CC=C5. Cell line: SF-539. Synergy scores: CSS=14.2, Synergy_ZIP=-3.50, Synergy_Bliss=0.352, Synergy_Loewe=0.393, Synergy_HSA=0.415. (3) Drug 1: COC1=C(C=C2C(=C1)N=CN=C2NC3=CC(=C(C=C3)F)Cl)OCCCN4CCOCC4. Drug 2: C(CCl)NC(=O)N(CCCl)N=O. Cell line: K-562. Synergy scores: CSS=18.8, Synergy_ZIP=-4.50, Synergy_Bliss=-1.38, Synergy_Loewe=-5.31, Synergy_HSA=-1.60. (4) Drug 1: COC1=CC(=CC(=C1O)OC)C2C3C(COC3=O)C(C4=CC5=C(C=C24)OCO5)OC6C(C(C7C(O6)COC(O7)C8=CC=CS8)O)O. Drug 2: C(CC(=O)O)C(=O)CN.Cl. Cell line: SK-MEL-5. Synergy scores: CSS=23.5, Synergy_ZIP=-11.9, Synergy_Bliss=-8.32, Synergy_Loewe=-14.0, Synergy_HSA=-4.91.